From a dataset of Full USPTO retrosynthesis dataset with 1.9M reactions from patents (1976-2016). Predict the reactants needed to synthesize the given product. (1) Given the product [Si:3]([O:10][CH:11]([CH2:30][CH2:31][OH:32])[CH:12]([C:14]1[CH:19]=[CH:18][C:17]([NH:20][C:21]([C:23]2[CH:28]=[CH:27][CH:26]=[CH:25][N:24]=2)=[O:22])=[CH:16][C:15]=1[F:29])[OH:13])([C:6]([CH3:9])([CH3:8])[CH3:7])([CH3:5])[CH3:4], predict the reactants needed to synthesize it. The reactants are: [BH4-].[Na+].[Si:3]([O:10][CH:11]([CH2:30][CH2:31][OH:32])[C:12]([C:14]1[CH:19]=[CH:18][C:17]([NH:20][C:21]([C:23]2[CH:28]=[CH:27][CH:26]=[CH:25][N:24]=2)=[O:22])=[CH:16][C:15]=1[F:29])=[O:13])([C:6]([CH3:9])([CH3:8])[CH3:7])([CH3:5])[CH3:4].C(=O)(O)[O-].[Na+]. (2) Given the product [OH:17][CH2:16][C:14]1[S:13][N:12]=[C:11]([C:7]2[CH:6]=[C:5]3[C:10](=[CH:9][CH:8]=2)[C:2](=[O:1])[O:3][CH2:4]3)[CH:15]=1, predict the reactants needed to synthesize it. The reactants are: [O:1]=[C:2]1[C:10]2[C:5](=[CH:6][C:7]([C:11]3[CH:15]=[C:14]([C:16](OCC)=[O:17])[S:13][N:12]=3)=[CH:8][CH:9]=2)[CH2:4][O:3]1.S1C(C(O)=O)=CC=N1.